Dataset: Forward reaction prediction with 1.9M reactions from USPTO patents (1976-2016). Task: Predict the product of the given reaction. (1) Given the reactants Cl[C:2]1[C:11]2[C:6](=[CH:7][CH:8]=[C:9]([CH3:12])[CH:10]=2)[N:5]=[C:4]([N:13]2[CH2:19][C:18]3[CH:20]=[CH:21][CH:22]=[CH:23][C:17]=3[S:16](=[O:25])(=[O:24])[CH2:15][CH2:14]2)[CH:3]=1.[NH:26]1[CH:32]=[CH:31][CH:30]=[N:29][CH:28]=[CH:27]1, predict the reaction product. The product is: [N:26]1([C:2]2[C:11]3[C:6](=[CH:7][CH:8]=[C:9]([CH3:12])[CH:10]=3)[N:5]=[C:4]([N:13]3[CH2:19][C:18]4[CH:20]=[CH:21][CH:22]=[CH:23][C:17]=4[S:16](=[O:25])(=[O:24])[CH2:15][CH2:14]3)[CH:3]=2)[CH2:32][CH2:31][CH2:30][NH:29][CH2:28][CH2:27]1. (2) The product is: [CH:10]([N:9]([CH2:8][C:7]1[CH:16]=[CH:17][C:4](/[CH:3]=[C:2](/[C:18]2[CH:22]=[C:21]([CH3:23])[N:20]([CH2:27][C:28]3[CH:29]=[CH:30][C:31]([N:34]([CH2:36][C:37]4[CH:42]=[CH:41][C:40]([O:43][CH3:44])=[C:39]([O:45][CH3:46])[CH:38]=4)[CH3:35])=[N:32][CH:33]=3)[N:19]=2)\[F:1])=[CH:5][CH:6]=1)[CH:13]([CH3:15])[CH3:14])([CH3:11])[CH3:12]. Given the reactants [F:1]/[C:2](/[C:18]1[CH:22]=[C:21]([CH3:23])[NH:20][N:19]=1)=[CH:3]\[C:4]1[CH:17]=[CH:16][C:7]([CH2:8][N:9]([CH:13]([CH3:15])[CH3:14])[CH:10]([CH3:12])[CH3:11])=[CH:6][CH:5]=1.Cl.Cl.Cl[CH2:27][C:28]1[CH:29]=[CH:30][C:31]([N:34]([CH2:36][C:37]2[CH:42]=[CH:41][C:40]([O:43][CH3:44])=[C:39]([O:45][CH3:46])[CH:38]=2)[CH3:35])=[N:32][CH:33]=1, predict the reaction product.